Task: Predict the product of the given reaction.. Dataset: Forward reaction prediction with 1.9M reactions from USPTO patents (1976-2016) (1) Given the reactants [O:1]1[C:5]2[CH:6]=[CH:7][C:8]([C:10]3([CH3:17])[NH:14][C:13](=[O:15])[NH:12][C:11]3=[O:16])=[CH:9][C:4]=2[CH2:3][CH2:2]1.C(=O)([O-])[O-].[K+].[K+].[CH2:24]([O:31][C:32]([C:41]1[N:46]=[CH:45][C:44]([N:47]2[CH2:52][CH2:51][N:50]([C:53](=[O:56])[CH2:54]Br)[CH2:49][CH2:48]2)=[C:43]([CH2:57][CH2:58][CH3:59])[CH:42]=1)([C:37]([F:40])([F:39])[F:38])[C:33]([F:36])([F:35])[F:34])[C:25]1[CH:30]=[CH:29][CH:28]=[CH:27][CH:26]=1.O, predict the reaction product. The product is: [CH2:24]([O:31][C:32]([C:41]1[N:46]=[CH:45][C:44]([N:47]2[CH2:52][CH2:51][N:50]([C:53](=[O:56])[CH2:54][N:12]3[C:11](=[O:16])[C:10]([C:8]4[CH:7]=[CH:6][C:5]5[O:1][CH2:2][CH2:3][C:4]=5[CH:9]=4)([CH3:17])[NH:14][C:13]3=[O:15])[CH2:49][CH2:48]2)=[C:43]([CH2:57][CH2:58][CH3:59])[CH:42]=1)([C:33]([F:34])([F:35])[F:36])[C:37]([F:38])([F:40])[F:39])[C:25]1[CH:26]=[CH:27][CH:28]=[CH:29][CH:30]=1. (2) Given the reactants O1[C:5]2([CH2:10][CH2:9][C:8](=[CH:11][C:12]3[CH:13]=[C:14]([CH:26]=[CH:27][CH:28]=3)[O:15][C:16]3[CH:21]=[CH:20][C:19]([C:22]([F:25])([F:24])[F:23])=[CH:18][N:17]=3)[CH2:7][CH2:6]2)[O:4]CC1.Cl, predict the reaction product. The product is: [F:25][C:22]([F:23])([F:24])[C:19]1[CH:20]=[CH:21][C:16]([O:15][C:14]2[CH:13]=[C:12]([CH:11]=[C:8]3[CH2:7][CH2:6][C:5](=[O:4])[CH2:10][CH2:9]3)[CH:28]=[CH:27][CH:26]=2)=[N:17][CH:18]=1. (3) Given the reactants [NH2:1][C:2]1[CH:7]=[CH:6][C:5]([C:8]2[CH:9]=[N:10][CH:11]=[C:12]([O:14][CH3:15])[CH:13]=2)=[CH:4][C:3]=1[OH:16].[CH:17]1([C:20]2[NH:21][C:22]([C:25](F)(F)F)=[CH:23][N:24]=2)[CH2:19][CH2:18]1.[OH-].[Na+], predict the reaction product. The product is: [CH:17]1([C:20]2[NH:21][C:22]([C:25]3[O:16][C:3]4[CH:4]=[C:5]([C:8]5[CH:9]=[N:10][CH:11]=[C:12]([O:14][CH3:15])[CH:13]=5)[CH:6]=[CH:7][C:2]=4[N:1]=3)=[CH:23][N:24]=2)[CH2:19][CH2:18]1. (4) Given the reactants [CH3:1][O:2][C:3]1[CH:10]=[CH:9][C:6]([CH2:7]Cl)=[CH:5][CH:4]=1.C(=O)([O-])[O-].[K+].[K+].[F:17][C:18]1[CH:25]=[C:24]([OH:26])[CH:23]=[CH:22][C:19]=1[C:20]#[N:21], predict the reaction product. The product is: [F:17][C:18]1[CH:25]=[C:24]([O:26][CH2:7][C:6]2[CH:9]=[CH:10][C:3]([O:2][CH3:1])=[CH:4][CH:5]=2)[CH:23]=[CH:22][C:19]=1[C:20]#[N:21].